This data is from Choline transporter screen with 302,306 compounds. The task is: Binary Classification. Given a drug SMILES string, predict its activity (active/inactive) in a high-throughput screening assay against a specified biological target. (1) The compound is Clc1c(N2CCN(CC2)C(=O)C(C)(C)C)c([N+]([O-])=O)ccc1. The result is 0 (inactive). (2) The molecule is O=C1N(C(=O)NC21CCCCCCC2)CC(=O)N1CC(OC(C1)C)C. The result is 0 (inactive). (3) The compound is FC(F)(F)c1cc(C2NC(=O)N(C(=C2C(OC)=O)C)CCOC)ccc1. The result is 0 (inactive). (4) The drug is Clc1ccc(n2c(CN3C(c4[nH]c5c(c4CC3)cccc5)c3ncccc3)ccc2)nc1. The result is 0 (inactive). (5) The compound is O1CCN(CC1)C(=O)/C(c1[nH]c2c(n1)cccc2)=C/c1ccc(N(CC)CC)cc1. The result is 0 (inactive).